Dataset: Full USPTO retrosynthesis dataset with 1.9M reactions from patents (1976-2016). Task: Predict the reactants needed to synthesize the given product. (1) Given the product [Cl:1][C:2]1[CH:3]=[CH:4][C:5]([NH:8][C:9](=[O:14])[C:10]([CH3:11])([CH3:13])[CH3:12])=[C:6]([CH:32]([OH:33])[C:28]2[CH:27]=[N:26][CH:31]=[CH:30][CH:29]=2)[CH:7]=1, predict the reactants needed to synthesize it. The reactants are: [Cl:1][C:2]1[CH:7]=[CH:6][C:5]([NH:8][C:9](=[O:14])[C:10]([CH3:13])([CH3:12])[CH3:11])=[CH:4][CH:3]=1.[Li]CCCC.CCCCCC.[N:26]1[CH:31]=[CH:30][CH:29]=[C:28]([CH:32]=[O:33])[CH:27]=1. (2) Given the product [Si:40]([O:39][C@H:38]1[C@@H:37]([O:47][Si:48]([C:51]([CH3:53])([CH3:54])[CH3:52])([CH3:49])[CH3:50])[C@H:36]([N:55]2[CH:60]=[CH:59][C:58](=[O:61])[N:57]([CH2:62][C:63]3[CH:68]=[CH:67][C:66]([O:69][CH3:70])=[CH:65][CH:64]=3)[C:56]2=[O:71])[O:35][CH:34]1[C@H:32]([OH:33])[C@@H:24]([C:25]([O:27][C:28]([CH3:31])([CH3:30])[CH3:29])=[O:26])[NH:23][CH2:19][CH2:18][CH2:17][NH:16][C:15](=[O:21])[C@H:11]([C@@H:12]([OH:14])[CH3:13])[NH:10][C:9](=[O:22])[O:8][CH2:1][C:2]1[CH:7]=[CH:6][CH:5]=[CH:4][CH:3]=1)([C:43]([CH3:44])([CH3:45])[CH3:46])([CH3:42])[CH3:41], predict the reactants needed to synthesize it. The reactants are: [CH2:1]([O:8][C:9](=[O:22])[NH:10][C@H:11]([C:15](=[O:21])[NH:16][CH2:17][CH2:18][CH:19]=O)[C@@H:12]([OH:14])[CH3:13])[C:2]1[CH:7]=[CH:6][CH:5]=[CH:4][CH:3]=1.[NH2:23][C@@H:24]([C@H:32]([C@@H:34]1[C@@H:38]([O:39][Si:40]([C:43]([CH3:46])([CH3:45])[CH3:44])([CH3:42])[CH3:41])[C@@H:37]([O:47][Si:48]([C:51]([CH3:54])([CH3:53])[CH3:52])([CH3:50])[CH3:49])[C@H:36]([N:55]2[CH:60]=[CH:59][C:58](=[O:61])[N:57]([CH2:62][C:63]3[CH:68]=[CH:67][C:66]([O:69][CH3:70])=[CH:65][CH:64]=3)[C:56]2=[O:71])[O:35]1)[OH:33])[C:25]([O:27][C:28]([CH3:31])([CH3:30])[CH3:29])=[O:26].C(O[BH-](OC(=O)C)OC(=O)C)(=O)C.[Na+]. (3) Given the product [Cl:60][C:58]1[CH:57]=[C:56]([F:61])[C:55]([C:62]2[N:66]=[C:65]([CH3:67])[O:64][N:63]=2)=[C:54]([C:2]2[CH:3]=[N:4][C:5]3[CH:6]([NH:11][C:12]([C:14]4([NH:17][C:18](=[O:23])[C:19]([F:22])([F:21])[F:20])[CH2:16][CH2:15]4)=[O:13])[CH2:7][CH2:8][C:9]=3[CH:10]=2)[CH:59]=1, predict the reactants needed to synthesize it. The reactants are: Br[C:2]1[CH:3]=[N:4][C:5]2[CH:6]([NH:11][C:12]([C:14]3([NH:17][C:18](=[O:23])[C:19]([F:22])([F:21])[F:20])[CH2:16][CH2:15]3)=[O:13])[CH2:7][CH2:8][C:9]=2[CH:10]=1.C([O-])(=O)C.[K+].CC1(C)C(C)(C)OB(B2OC(C)(C)C(C)(C)O2)O1.C(=O)([O-])[O-].[K+].[K+].Br[C:54]1[CH:59]=[C:58]([Cl:60])[CH:57]=[C:56]([F:61])[C:55]=1[C:62]1[N:66]=[C:65]([CH3:67])[O:64][N:63]=1. (4) Given the product [OH:8][C:9]1[CH:23]=[CH:22][C:12]([CH2:13][C@@H:14]2[O:18][C:17]([CH3:20])([CH3:19])[O:16][C:15]2=[O:21])=[CH:11][CH:10]=1, predict the reactants needed to synthesize it. The reactants are: C([O:8][C:9]1[CH:23]=[CH:22][C:12]([CH2:13][C@@H:14]2[O:18][C:17]([CH3:20])([CH3:19])[O:16][C:15]2=[O:21])=[CH:11][CH:10]=1)C1C=CC=CC=1. (5) Given the product [Br:29][C:17]1[C:18]([NH2:21])=[N:19][CH:20]=[C:15]([CH:11]2[CH2:12][CH2:13][CH2:14][CH:9]([O:8][Si:1]([C:4]([CH3:7])([CH3:5])[CH3:6])([CH3:3])[CH3:2])[CH2:10]2)[N:16]=1, predict the reactants needed to synthesize it. The reactants are: [Si:1]([O:8][C@H:9]1[CH2:14][CH2:13][CH2:12][C@@H:11]([C:15]2[N:16]=[CH:17][C:18]([NH2:21])=[N:19][CH:20]=2)[CH2:10]1)([C:4]([CH3:7])([CH3:6])[CH3:5])([CH3:3])[CH3:2].C1C(=O)N([Br:29])C(=O)C1. (6) Given the product [C:20]([N:24]1[C:28]([NH:29][C:2]2[C:11]3[C:6](=[CH:7][CH:8]=[CH:9][CH:10]=3)[C:5](=[O:12])[N:4]([C:13]3[CH:18]=[CH:17][C:16]([Cl:19])=[CH:15][CH:14]=3)[N:3]=2)=[CH:27][C:26]([CH3:30])=[N:25]1)([CH3:23])([CH3:22])[CH3:21], predict the reactants needed to synthesize it. The reactants are: Br[C:2]1[C:11]2[C:6](=[CH:7][CH:8]=[CH:9][CH:10]=2)[C:5](=[O:12])[N:4]([C:13]2[CH:18]=[CH:17][C:16]([Cl:19])=[CH:15][CH:14]=2)[N:3]=1.[C:20]([N:24]1[C:28]([NH2:29])=[CH:27][C:26]([CH3:30])=[N:25]1)([CH3:23])([CH3:22])[CH3:21].C(=O)([O-])[O-].[Cs+].[Cs+].C1(P(C2C=CC=CC=2)C2C3OC4C(=CC=CC=4P(C4C=CC=CC=4)C4C=CC=CC=4)C(C)(C)C=3C=CC=2)C=CC=CC=1. (7) Given the product [F:37][C:38]([F:43])([F:42])[C:39]([OH:41])=[O:40].[F:37][C:38]([F:43])([F:42])[C:39]([OH:41])=[O:40].[F:37][C:38]([F:43])([F:42])[C:39]([OH:41])=[O:40].[NH2:1][C@H:2]1[CH2:20][C:19]2[CH:21]=[C:15]([CH:16]=[CH:17][C:18]=2[OH:22])[C:14]2=[CH:23][C:10](=[C:11]([OH:24])[CH:12]=[CH:13]2)[CH2:9][C@@H:8]([C:25]([NH:27][CH2:28][CH2:29][NH2:30])=[O:26])[NH:7][C:6](=[O:31])[C@H:5]([CH2:32][CH2:33][CH2:34][NH2:35])[NH:4][C:3]1=[O:36], predict the reactants needed to synthesize it. The reactants are: [NH2:1][C@H:2]1[CH2:20][C:19]2[CH:21]=[C:15]([CH:16]=[CH:17][C:18]=2[OH:22])[C:14]2=[CH:23][C:10](=[C:11]([OH:24])[CH:12]=[CH:13]2)[CH2:9][C@@H:8]([C:25]([NH:27][CH2:28][CH2:29][NH2:30])=[O:26])[NH:7][C:6](=[O:31])[C@H:5]([CH2:32][CH2:33][CH2:34][NH2:35])[NH:4][C:3]1=[O:36].[F:37][C:38]([F:43])([F:42])[C:39]([OH:41])=[O:40]. (8) Given the product [CH:31]1([N:15]([C:16]2[CH:21]=[CH:20][C:19]([F:22])=[CH:18][C:17]=2[F:23])[C:13](=[O:14])[N:12]([CH3:60])[C:10]2[S:11][C:7]([S:6][CH2:5][C:4]([OH:3])=[O:30])=[CH:8][N:9]=2)[CH2:35][CH2:34][CH2:33][CH2:32]1, predict the reactants needed to synthesize it. The reactants are: C([O:3][C:4](=[O:30])[CH2:5][S:6][C:7]1[S:11][C:10]([NH:12][C:13]([N:15](CC2CCCC2)[C:16]2[CH:21]=[CH:20][C:19]([F:22])=[CH:18][C:17]=2[F:23])=[O:14])=[N:9][CH:8]=1)C.[CH:31]1(CN(C2C=CC(S(C)(=O)=O)=CC=2)C(=O)NC2SC=C(CC(O)=O)N=2)[CH2:35][CH2:34][CH2:33][CH2:32]1.[CH:60]1(CNC2C=CC(F)=CC=2F)CCCC1.C(OC(=O)CSC1SC(N)=NC=1)C.